Dataset: Forward reaction prediction with 1.9M reactions from USPTO patents (1976-2016). Task: Predict the product of the given reaction. (1) Given the reactants [CH:1]([C:4]1[CH:5]=[C:6]([NH:10][C:11]([C:13]2[CH:14]=[C:15]([N:19]3[CH2:28][C:27]4[CH:26]=[N:25][CH:24]=[C:23]([C:29](O)=[O:30])[C:22]=4[CH2:21][CH2:20]3)[CH:16]=[CH:17][CH:18]=2)=[O:12])[CH:7]=[CH:8][CH:9]=1)([CH3:3])[CH3:2].C(N(CC)CC)C.CCCP(=O)=O.[O:45]1[CH2:50][CH2:49][N:48]([CH2:51][CH2:52][CH2:53][NH2:54])[CH2:47][CH2:46]1, predict the reaction product. The product is: [CH:1]([C:4]1[CH:5]=[C:6]([NH:10][C:11]([C:13]2[CH:14]=[C:15]([N:19]3[CH2:28][C:27]4[CH:26]=[N:25][CH:24]=[C:23]([C:29]([NH:54][CH2:53][CH2:52][CH2:51][N:48]5[CH2:49][CH2:50][O:45][CH2:46][CH2:47]5)=[O:30])[C:22]=4[CH2:21][CH2:20]3)[CH:16]=[CH:17][CH:18]=2)=[O:12])[CH:7]=[CH:8][CH:9]=1)([CH3:3])[CH3:2]. (2) Given the reactants [F:1][C:2]1[CH:7]=[CH:6][C:5]([N:8]2[C:16]3[C:11](=[CH:12][C:13](/[C:17](=C\C(C)C)/[C:18]([CH3:24])([CH3:23])[C:19]([O:21]C)=[O:20])=[CH:14][CH:15]=3)[CH:10]=[N:9]2)=[CH:4][CH:3]=1.CS(C)=O.[OH-:33].[Na+], predict the reaction product. The product is: [CH2:10]([O:33][CH:17]([C:13]1[CH:12]=[C:11]2[C:16](=[CH:15][CH:14]=1)[N:8]([C:5]1[CH:4]=[CH:3][C:2]([F:1])=[CH:7][CH:6]=1)[N:9]=[CH:10]2)[C:18]([CH3:24])([CH3:23])[C:19]([OH:21])=[O:20])[C:11]1[CH:16]=[CH:15][CH:14]=[CH:13][CH:12]=1. (3) Given the reactants [C:1]1([CH:14]=CC=CN=1)[S:2][S:3][C:4]1[CH:9]=[CH:8][CH:7]=[CH:6][N:5]=1.[C:15](O)(=[O:17])C.C1COCC1, predict the reaction product. The product is: [N:5]1[CH:6]=[CH:7][CH:8]=[CH:9][C:4]=1[S:3][S:2][C@H:1]([CH3:14])[CH2:15][OH:17]. (4) Given the reactants [S-:1][C:2]#[N:3].[NH4+].[C:5]1([CH3:14])[CH:10]=[CH:9][C:8]([C:11](Cl)=[O:12])=[CH:7][CH:6]=1.[F:15][C:16]1[C:22]([F:23])=[C:21]([F:24])[CH:20]=[CH:19][C:17]=1[NH2:18], predict the reaction product. The product is: [CH3:14][C:5]1[CH:10]=[CH:9][C:8]([C:11]([NH:3][C:2](=[S:1])[NH:18][C:17]2[CH:19]=[CH:20][C:21]([F:24])=[C:22]([F:23])[C:16]=2[F:15])=[O:12])=[CH:7][CH:6]=1. (5) Given the reactants [Br:1][C:2]1[CH:7]=[CH:6][C:5]([CH:8]2[CH2:12][CH2:11][CH2:10][NH:9]2)=[CH:4][CH:3]=1.C(N(CC)CC)C.[C:20](Cl)(=[O:22])[CH3:21], predict the reaction product. The product is: [C:20]([N:9]1[CH2:10][CH2:11][CH2:12][CH:8]1[C:5]1[CH:4]=[CH:3][C:2]([Br:1])=[CH:7][CH:6]=1)(=[O:22])[CH3:21]. (6) Given the reactants [Cl:1][C:2]1[CH:3]=[CH:4][C:5]([O:22][CH3:23])=[C:6]([C:8]2[C:12]([NH:13]C(=O)OC(C)(C)C)=[CH:11][N:10]([CH3:21])[N:9]=2)[CH:7]=1.Cl, predict the reaction product. The product is: [Cl:1][C:2]1[CH:3]=[CH:4][C:5]([O:22][CH3:23])=[C:6]([C:8]2[C:12]([NH2:13])=[CH:11][N:10]([CH3:21])[N:9]=2)[CH:7]=1. (7) Given the reactants [CH3:1][C:2]1([CH3:22])[C:6]([CH3:8])([CH3:7])[O:5][B:4]([C:9]2[CH2:14][CH2:13][N:12](C(OC(C)(C)C)=O)[CH2:11][CH:10]=2)[O:3]1.[ClH:23], predict the reaction product. The product is: [ClH:23].[CH3:7][C:6]1([CH3:8])[C:2]([CH3:1])([CH3:22])[O:3][B:4]([C:9]2[CH2:14][CH2:13][NH:12][CH2:11][CH:10]=2)[O:5]1.